This data is from Reaction yield outcomes from USPTO patents with 853,638 reactions. The task is: Predict the reaction yield, written as a fraction of the theoretical maximum amount of product (1.0 means a 100% yield; for example, 0.34 means a 34% yield). (1) The reactants are Cl.[N:2]1([CH2:8][CH2:9][CH2:10][O:11][C:12]2[CH:17]=[CH:16][C:15]([N:18]3[CH2:23][CH2:22][NH:21][CH2:20][CH2:19]3)=[CH:14][CH:13]=2)[CH2:7][CH2:6][CH2:5][CH2:4][CH2:3]1.[CH:24](=O)[C:25]1[CH:30]=[CH:29][CH:28]=[CH:27][CH:26]=1.C(O)(=O)C.C(O[BH-](OC(=O)C)OC(=O)C)(=O)C.[Na+].[Cl:50][CH:51]([Cl:53])C. No catalyst specified. The product is [NH3:2].[CH3:10][OH:11].[Cl:50][CH2:51][Cl:53].[CH2:24]([N:21]1[CH2:20][CH2:19][N:18]([C:15]2[CH:16]=[CH:17][C:12]([O:11][CH2:10][CH2:9][CH2:8][N:2]3[CH2:7][CH2:6][CH2:5][CH2:4][CH2:3]3)=[CH:13][CH:14]=2)[CH2:23][CH2:22]1)[C:25]1[CH:30]=[CH:29][CH:28]=[CH:27][CH:26]=1. The yield is 0.0500. (2) The reactants are C(O)(C(F)(F)F)=O.[NH2:8][CH2:9][CH2:10][CH2:11][C@:12]([C@@H:21]1[CH2:26][CH2:25][CH2:24][N:23]([C:27]([O:29][C:30]([CH3:33])([CH3:32])[CH3:31])=[O:28])[CH2:22]1)([C:14]1[CH:19]=[CH:18][CH:17]=[C:16]([Cl:20])[CH:15]=1)[OH:13].[S:34](N)([NH2:37])(=[O:36])=[O:35].CCN(C(C)C)C(C)C. The catalyst is O1CCOCC1. The product is [NH2:37][S:34]([NH:8][CH2:9][CH2:10][CH2:11][C@:12]([C@@H:21]1[CH2:26][CH2:25][CH2:24][N:23]([C:27]([O:29][C:30]([CH3:33])([CH3:32])[CH3:31])=[O:28])[CH2:22]1)([C:14]1[CH:19]=[CH:18][CH:17]=[C:16]([Cl:20])[CH:15]=1)[OH:13])(=[O:36])=[O:35]. The yield is 0.590.